This data is from Reaction yield outcomes from USPTO patents with 853,638 reactions. The task is: Predict the reaction yield, written as a fraction of the theoretical maximum amount of product (1.0 means a 100% yield; for example, 0.34 means a 34% yield). (1) The reactants are [OH:1][C:2]1[CH:7]=[CH:6][CH:5]=[C:4]([N+:8]([O-])=O)[C:3]=1[NH:11][C:12]([NH:14][C:15]1[CH:20]=[CH:19][CH:18]=[C:17]([C:21]([F:24])([F:23])[F:22])[CH:16]=1)=[O:13]. The catalyst is C(O)C.[Pd]. The product is [NH2:8][C:4]1[CH:5]=[CH:6][CH:7]=[C:2]([OH:1])[C:3]=1[NH:11][C:12]([NH:14][C:15]1[CH:20]=[CH:19][CH:18]=[C:17]([C:21]([F:22])([F:23])[F:24])[CH:16]=1)=[O:13]. The yield is 0.910. (2) The reactants are [Cl:1][C:2]1[N:3]=[C:4](Cl)[C:5]2[CH2:10][CH2:9][CH:8]([C:11]3[CH:16]=[CH:15][C:14]([F:17])=[CH:13][C:12]=3[F:18])[C:6]=2[N:7]=1.[CH3:20][NH2:21]. The catalyst is CO. The product is [Cl:1][C:2]1[N:3]=[C:4]([NH:21][CH3:20])[C:5]2[CH2:10][CH2:9][CH:8]([C:11]3[CH:16]=[CH:15][C:14]([F:17])=[CH:13][C:12]=3[F:18])[C:6]=2[N:7]=1. The yield is 0.702. (3) The reactants are [Cl:1][C:2]1[CH:3]=[C:4]([C@@:9]23[CH2:14][C@@H:13]2[CH2:12][C:11](=O)[CH2:10]3)[CH:5]=[CH:6][C:7]=1[Cl:8].C([O-])(=O)C.[NH4+].C([BH3-])#[N:22].[Na+].C(OCC)(=O)C.CO.C(N(CC)CC)C. The catalyst is CO. The product is [Cl:1][C:2]1[CH:3]=[C:4]([C@@:9]23[CH2:14][C@@H:13]2[CH2:12][CH:11]([NH2:22])[CH2:10]3)[CH:5]=[CH:6][C:7]=1[Cl:8]. The yield is 0.990.